Dataset: Forward reaction prediction with 1.9M reactions from USPTO patents (1976-2016). Task: Predict the product of the given reaction. (1) Given the reactants [Br:1][C:2]1[CH:7]=[CH:6][C:5]([N:8]([C:19]([O:21][C:22]([CH3:25])([CH3:24])[CH3:23])=[O:20])[C:9]2[S:10][CH:11]=[C:12]([C:14](OCC)=[O:15])[N:13]=2)=[C:4]([CH3:26])[CH:3]=1.[BH4-].[Na+].CO, predict the reaction product. The product is: [Br:1][C:2]1[CH:7]=[CH:6][C:5]([N:8]([C:9]2[S:10][CH:11]=[C:12]([CH2:14][OH:15])[N:13]=2)[C:19](=[O:20])[O:21][C:22]([CH3:25])([CH3:24])[CH3:23])=[C:4]([CH3:26])[CH:3]=1. (2) Given the reactants [Cl:1][C:2]1[N:7]=[C:6]([C:8]#[C:9][CH3:10])[C:5]([N+:11]([O-])=O)=[C:4]([NH2:14])[CH:3]=1.O.O.[Sn](Cl)Cl.C(OCC)(=O)C.[OH-].[Na+], predict the reaction product. The product is: [Cl:1][C:2]1[N:7]=[C:6]([C:8]#[C:9][CH3:10])[C:5]([NH2:11])=[C:4]([NH2:14])[CH:3]=1. (3) Given the reactants C([O:4][C:5]1[CH:10]=[CH:9][C:8]([N:11]2[CH2:16][CH2:15][N:14]([CH3:17])[CH2:13][CH2:12]2)=[CH:7][C:6]=1[Br:18])(=O)C.[OH-].[Na+].C(O)(=O)C, predict the reaction product. The product is: [Br:18][C:6]1[CH:7]=[C:8]([N:11]2[CH2:16][CH2:15][N:14]([CH3:17])[CH2:13][CH2:12]2)[CH:9]=[CH:10][C:5]=1[OH:4]. (4) Given the reactants [CH3:1][C:2]1[CH:44]=[CH:43][C:5]([C:6]([O:8][C@H:9]2[C@@:13]([Cl:15])([F:14])[C@H:12]([N:16]3[CH:21]=[CH:20][CH:19](NC(=O)C4C=CC=CC=4)[NH:18][C:17]3=[O:31])[O:11][C@@H:10]2[CH2:32][O:33][C:34](=[O:42])[C:35]2[CH:40]=[CH:39][C:38]([CH3:41])=[CH:37][CH:36]=2)=[O:7])=[CH:4][CH:3]=1.[OH2:45], predict the reaction product. The product is: [CH3:1][C:2]1[CH:44]=[CH:43][C:5]([C:6]([O:8][C@H:9]2[C@@:13]([Cl:15])([F:14])[C@H:12]([N:16]3[CH:21]=[CH:20][C:19](=[O:45])[NH:18][C:17]3=[O:31])[O:11][C@@H:10]2[CH2:32][O:33][C:34](=[O:42])[C:35]2[CH:36]=[CH:37][C:38]([CH3:41])=[CH:39][CH:40]=2)=[O:7])=[CH:4][CH:3]=1. (5) The product is: [CH2:11]([N:7]1[C:8]2[C:4](=[CH:3][C:2]([N:1]3[CH:31]=[CH:35][CH:34]=[CH:33]3)=[CH:10][CH:9]=2)[C:5]([C:23]2[CH:24]=[CH:25][CH:26]=[CH:27][CH:28]=2)=[C:6]1[C:18]([O:20][CH2:21][CH3:22])=[O:19])[C:12]1[CH:17]=[CH:16][CH:15]=[CH:14][CH:13]=1. Given the reactants [NH2:1][C:2]1[CH:3]=[C:4]2[C:8](=[CH:9][CH:10]=1)[N:7]([CH2:11][C:12]1[CH:17]=[CH:16][CH:15]=[CH:14][CH:13]=1)[C:6]([C:18]([O:20][CH2:21][CH3:22])=[O:19])=[C:5]2[C:23]1[CH:28]=[CH:27][CH:26]=[CH:25][CH:24]=1.CO[CH:31]1[CH2:35][CH2:34][CH:33](OC)O1, predict the reaction product. (6) The product is: [CH2:36]([C:2]1[C:3]2[C:7]([CH:8]=[CH:9][CH:10]=1)=[N:6][N:5]1[C:11]([CH:16]3[CH2:17][CH2:18][N:19]([C:22]([O:24][C:25]([CH3:28])([CH3:27])[CH3:26])=[O:23])[CH2:20][CH2:21]3)=[CH:12][C:13](=[O:15])[NH:14][C:4]=21)[CH:37]([CH3:42])[CH3:38]. Given the reactants Cl[C:2]1[C:3]2[C:7]([CH:8]=[CH:9][CH:10]=1)=[N:6][N:5]1[C:11]([CH:16]3[CH2:21][CH2:20][N:19]([C:22]([O:24][C:25]([CH3:28])([CH3:27])[CH3:26])=[O:23])[CH2:18][CH2:17]3)=[CH:12][C:13](=[O:15])[NH:14][C:4]=21.C1(P(C2CCCCC2)[C:36]2C=CC=[CH:38][C:37]=2[C:42]2C(N(C)C)=CC=CC=2N(C)C)CCCCC1.[Cl-].[Li+].[Br-].C([Zn+])(C)C, predict the reaction product. (7) Given the reactants [C:1]([O:20]C)(=O)[CH2:2][CH2:3][CH2:4][CH2:5][CH2:6][CH2:7][CH2:8]/[CH:9]=[CH:10]\[CH2:11][CH2:12][CH2:13][CH2:14][CH2:15][CH2:16][CH2:17][CH3:18].[H-].[Na+].[OH-].[Na+], predict the reaction product. The product is: [CH3:17][CH2:16][CH2:15][CH2:14][CH2:13][CH2:12][CH2:11][CH2:10]/[CH:9]=[CH:8]\[CH2:7][CH2:6][CH2:5][CH2:4][CH2:3][CH2:2][CH2:1][C:1](=[O:20])[CH2:2][CH2:3][CH2:4][CH2:5][CH2:6][CH2:7][CH2:8]/[CH:9]=[CH:10]\[CH2:11][CH2:12][CH2:13][CH2:14][CH2:15][CH2:16][CH2:17][CH3:18].